From a dataset of Forward reaction prediction with 1.9M reactions from USPTO patents (1976-2016). Predict the product of the given reaction. (1) Given the reactants [BH4-].[Na+].[C:3]([N:11]1[C:20]2[C:15](=[CH:16][CH:17]=[CH:18][CH:19]=2)[C:14](=[O:21])[C:13]([CH3:23])([CH3:22])[CH2:12]1)(=[O:10])[C:4]1[CH:9]=[CH:8][CH:7]=[CH:6][CH:5]=1, predict the reaction product. The product is: [OH:21][CH:14]1[C:15]2[C:20](=[CH:19][CH:18]=[CH:17][CH:16]=2)[N:11]([C:3]([C:4]2[CH:9]=[CH:8][CH:7]=[CH:6][CH:5]=2)=[O:10])[CH2:12][C:13]1([CH3:23])[CH3:22]. (2) Given the reactants Cl[C:2]1[CH:7]=[N:6][NH:5][C:4](=[O:8])[CH:3]=1.[C:9]([C:11]1[CH:12]=[C:13](B(O)O)[CH:14]=[CH:15][CH:16]=1)#[N:10].C(=O)([O-])[O-].[Na+].[Na+], predict the reaction product. The product is: [C:9]([C:11]1[CH:16]=[C:15]([C:2]2[CH:7]=[N:6][NH:5][C:4](=[O:8])[CH:3]=2)[CH:14]=[CH:13][CH:12]=1)#[N:10]. (3) Given the reactants O[CH:2]=[C:3]1[C:11]2[C:6](=[CH:7][C:8]([C:12]([C:14]3[CH:15]=[C:16]([NH:20][C:21]([C:23]4[N:24]([C:29]([CH3:32])([CH3:31])[CH3:30])[N:25]=[C:26]([CH3:28])[CH:27]=4)=[O:22])[CH:17]=[CH:18][CH:19]=3)=[O:13])=[CH:9][CH:10]=2)[NH:5][C:4]1=[O:33].[NH2:34][C:35]1[CH:36]=[CH:37][C:38](OC)=[C:39]([OH:41])[CH:40]=1.[CH2:44]1COCC1, predict the reaction product. The product is: [OH:41][C:39]1[CH:40]=[C:35]([NH:34][CH:2]=[C:3]2[C:11]3[C:6](=[CH:7][C:8]([C:12]([C:14]4[CH:15]=[C:16]([NH:20][C:21]([C:23]5[N:24]([C:29]([CH3:32])([CH3:31])[CH3:30])[N:25]=[C:26]([CH3:28])[CH:27]=5)=[O:22])[CH:17]=[CH:18][CH:19]=4)=[O:13])=[CH:9][CH:10]=3)[NH:5][C:4]2=[O:33])[CH:36]=[CH:37][C:38]=1[CH3:44]. (4) Given the reactants [NH2:1][C:2]1[C:10]2[C:5](=[CH:6][C:7]([C:11]3[CH:12]=[C:13]([CH:19]=[CH:20][CH:21]=3)[C:14]([O:16][CH2:17][CH3:18])=[O:15])=[CH:8][CH:9]=2)[NH:4][N:3]=1.ClCCl.[CH3:25][N:26]([CH:28]=O)[CH3:27], predict the reaction product. The product is: [CH3:14][OH:15].[NH3:1].[CH3:25][N:26]1[CH2:28][CH2:27][N:26]([C:25]2[CH:20]=[CH:19][C:13]([C:14]([NH:1][C:2]3[C:10]4[C:5](=[CH:6][C:7]([C:11]5[CH:12]=[C:13]([CH:19]=[CH:20][CH:21]=5)[C:14]([O:16][CH2:17][CH3:18])=[O:15])=[CH:8][CH:9]=4)[NH:4][N:3]=3)=[O:15])=[CH:12][CH:11]=2)[CH2:28][CH2:27]1. (5) Given the reactants [C:1]([C:3]1[CH:8]=[CH:7][C:6]([N:9]2[C:13]([C:14]3[C:15](=[O:33])[N:16]([CH3:32])[C:17](=[O:31])[N:18]([C:21]4[CH:26]=[CH:25][CH:24]=[C:23]([C:27]([F:30])([F:29])[F:28])[CH:22]=4)[C:19]=3[CH3:20])=[C:12]([C:34]([OH:36])=[O:35])[CH:11]=[N:10]2)=[CH:5][CH:4]=1)#[N:2].[CH3:37][N:38]([CH3:44])[CH2:39][CH2:40][CH2:41][CH2:42]O.ON1C2N=CC=CC=2N=N1.Cl.C(N=C=NCCCN(C)C)C.C(=O)([O-])O.[Na+], predict the reaction product. The product is: [C:1]([C:3]1[CH:4]=[CH:5][C:6]([N:9]2[C:13]([C:14]3[C:15](=[O:33])[N:16]([CH3:32])[C:17](=[O:31])[N:18]([C:21]4[CH:26]=[CH:25][CH:24]=[C:23]([C:27]([F:30])([F:28])[F:29])[CH:22]=4)[C:19]=3[CH3:20])=[C:12]([C:34]([O:36][CH2:42][CH2:41][CH2:40][CH2:39][N:38]([CH3:44])[CH3:37])=[O:35])[CH:11]=[N:10]2)=[CH:7][CH:8]=1)#[N:2].